From a dataset of Catalyst prediction with 721,799 reactions and 888 catalyst types from USPTO. Predict which catalyst facilitates the given reaction. (1) Reactant: [C:1]1([C:7]2[C:16]([NH:17]C(=O)OC(C)(C)C)=[CH:15][CH:14]=[C:13]3[C:8]=2[CH:9]=[CH:10][CH:11]=[N:12]3)[CH:6]=[CH:5][CH:4]=[CH:3][CH:2]=1.N. Product: [C:1]1([C:7]2[C:16]([NH2:17])=[CH:15][CH:14]=[C:13]3[C:8]=2[CH:9]=[CH:10][CH:11]=[N:12]3)[CH:2]=[CH:3][CH:4]=[CH:5][CH:6]=1. The catalyst class is: 254. (2) Reactant: [C:1]([NH:4][CH2:5][C:6]1[CH:11]=[C:10]([F:12])[CH:9]=[CH:8][C:7]=1[S:13](Cl)(=[O:15])=[O:14])(=[O:3])[CH3:2].[CH:17]1([NH2:20])[CH2:19][CH2:18]1.C(N(CC)CC)C. Product: [CH:17]1([NH:20][S:13]([C:7]2[CH:8]=[CH:9][C:10]([F:12])=[CH:11][C:6]=2[CH2:5][NH:4][C:1](=[O:3])[CH3:2])(=[O:15])=[O:14])[CH2:19][CH2:18]1. The catalyst class is: 7. (3) Reactant: [Cl:1][C:2]1[N:7]=[C:6]([NH:8][C:9]2[CH:14]=[CH:13][C:12]([Cl:15])=[C:11]([F:16])[CH:10]=2)[C:5]([NH2:17])=[CH:4][N:3]=1.[N:18]([O-])=O.[Na+]. Product: [Cl:1][C:2]1[N:3]=[CH:4][C:5]2[N:17]=[N:18][N:8]([C:9]3[CH:14]=[CH:13][C:12]([Cl:15])=[C:11]([F:16])[CH:10]=3)[C:6]=2[N:7]=1. The catalyst class is: 33. (4) Reactant: [Na].S(O)(O)(=O)=O.[NH2:7][C:8](=[NH:15])[NH:9][CH2:10][CH2:11][CH2:12][CH2:13][NH2:14]. Product: [NH2:15][C:8](=[NH:7])[NH:9][CH2:10][CH2:11][CH2:12][CH2:13][NH2:14]. The catalyst class is: 35. (5) Reactant: C([O:3][CH:4](OCC)[CH2:5][O:6][C:7]1[C:14]([O:15][CH3:16])=[CH:13][C:12]([O:17][CH3:18])=[CH:11][C:8]=1[CH:9]=O)C. Product: [CH3:18][O:17][C:12]1[CH:13]=[C:14]([O:15][CH3:16])[C:7]2[O:6][C:5]([CH:4]=[O:3])=[CH:9][C:8]=2[CH:11]=1. The catalyst class is: 15. (6) Reactant: Cl.[C:2]([O:6][C:7](=[O:10])[CH2:8][NH2:9])([CH3:5])([CH3:4])[CH3:3].CN(C=O)C.C(N(CC)CC)C.[F:23][C:24]1[CH:41]=[CH:40][C:27]([CH2:28][O:29][C:30]2[CH:35]=[CH:34][C:33]([S:36](Cl)(=[O:38])=[O:37])=[CH:32][CH:31]=2)=[CH:26][CH:25]=1. Product: [C:2]([O:6][C:7](=[O:10])[CH2:8][NH:9][S:36]([C:33]1[CH:34]=[CH:35][C:30]([O:29][CH2:28][C:27]2[CH:40]=[CH:41][C:24]([F:23])=[CH:25][CH:26]=2)=[CH:31][CH:32]=1)(=[O:37])=[O:38])([CH3:5])([CH3:4])[CH3:3]. The catalyst class is: 13. (7) Reactant: [NH2:1][N:2]1[C:7](=[O:8])[C:6]2[CH:9]=[CH:10][S:11][C:5]=2[N:4]=[C:3]1[C:12]1[CH:17]=[CH:16][C:15]([F:18])=[CH:14][CH:13]=1.[H-].[Na+].[Br:21][C:22]1[CH:27]=[CH:26][C:25]([CH2:28]Br)=[CH:24][CH:23]=1. Product: [Br:21][C:22]1[CH:27]=[CH:26][C:25]([CH2:28][NH:1][N:2]2[C:7](=[O:8])[C:6]3[CH:9]=[CH:10][S:11][C:5]=3[N:4]=[C:3]2[C:12]2[CH:13]=[CH:14][C:15]([F:18])=[CH:16][CH:17]=2)=[CH:24][CH:23]=1. The catalyst class is: 1. (8) Product: [Br:1][CH2:2][CH2:3][CH2:4][CH2:5][CH2:6][CH2:7][CH2:8][S:28]([C:21]1[CH:20]=[CH:19][C:18]([Cl:17])=[CH:23][CH:22]=1)(=[O:31])=[O:29]. Reactant: [Br:1][CH2:2][CH2:3][CH2:4][CH2:5][CH2:6][CH2:7][CH2:8]SC1C=CC(Cl)=CC=1.[Cl:17][C:18]1[CH:23]=[CH:22][CH:21]=[C:20](C(OO)=O)[CH:19]=1.[S:28]([O-:31])([O-])=[O:29].[Na+].[Na+].C(=O)([O-])O.[Na+]. The catalyst class is: 4. (9) Reactant: Br[C:2]1[S:11][C:5]2[N:6]=[CH:7][N:8]=[C:9]([Cl:10])[C:4]=2[CH:3]=1.[F:12][C:13]1[CH:18]=[CH:17][C:16](B(O)O)=[CH:15][CH:14]=1.C([O-])([O-])=O.[K+].[K+].Cl. Product: [Cl:10][C:9]1[C:4]2[CH:3]=[C:2]([C:16]3[CH:17]=[CH:18][C:13]([F:12])=[CH:14][CH:15]=3)[S:11][C:5]=2[N:6]=[CH:7][N:8]=1. The catalyst class is: 70.